This data is from Forward reaction prediction with 1.9M reactions from USPTO patents (1976-2016). The task is: Predict the product of the given reaction. (1) Given the reactants [Br:1][C:2]1[CH:3]=[C:4]([C:23]([CH3:26])([CH3:25])[CH3:24])[C:5]([O:21][CH3:22])=[C:6](/[CH:8]=[CH:9]/[C:10]2[CH:15]=[CH:14][C:13]([N+:16]([O-:18])=[O:17])=[CH:12][C:11]=2[CH2:19][OH:20])[CH:7]=1.[H-].[Na+].[CH3:29]I, predict the reaction product. The product is: [Br:1][C:2]1[CH:7]=[C:6](/[CH:8]=[CH:9]/[C:10]2[CH:15]=[CH:14][C:13]([N+:16]([O-:18])=[O:17])=[CH:12][C:11]=2[CH2:19][O:20][CH3:29])[C:5]([O:21][CH3:22])=[C:4]([C:23]([CH3:26])([CH3:25])[CH3:24])[CH:3]=1. (2) Given the reactants [OH:1][N:2]=[C:3](Cl)[C:4]1[CH:9]=[CH:8][CH:7]=[CH:6][C:5]=1[O:10][C:11]([F:14])([F:13])[F:12].[CH3:16][O:17][C:18](=[O:22])[CH2:19][C:20]#[N:21].C[O-].[Na+], predict the reaction product. The product is: [NH2:21][C:20]1[O:1][N:2]=[C:3]([C:4]2[CH:9]=[CH:8][CH:7]=[CH:6][C:5]=2[O:10][C:11]([F:14])([F:13])[F:12])[C:19]=1[C:18]([O:17][CH3:16])=[O:22]. (3) Given the reactants [F:1][C@H:2]1[C@@H:7]([O:8][C:9]2[CH:16]=[CH:15][C:14]([C:17]3[N:22]=[C:21]([NH:23][C:24]4[CH:29]=[CH:28][C:27]([N:30]5[CH2:35][CH2:34][N:33]([CH:36]6[CH2:39][O:38][CH2:37]6)[CH2:32][CH2:31]5)=[CH:26][CH:25]=4)[N:20]=[CH:19][N:18]=3)=[CH:13][C:10]=2[C:11]#[N:12])[CH2:6][CH2:5][NH:4][CH2:3]1.CN(C(ON1N=NC2C=CC=NC1=2)=[N+](C)C)C.F[P-](F)(F)(F)(F)F.CCN(C(C)C)C(C)C.[CH3:73][C@@H:74]1[O:78][C:77](=[O:79])[NH:76][C@@H:75]1[C:80](O)=[O:81], predict the reaction product. The product is: [F:1][C@H:2]1[C@@H:7]([O:8][C:9]2[CH:16]=[CH:15][C:14]([C:17]3[N:22]=[C:21]([NH:23][C:24]4[CH:29]=[CH:28][C:27]([N:30]5[CH2:31][CH2:32][N:33]([CH:36]6[CH2:39][O:38][CH2:37]6)[CH2:34][CH2:35]5)=[CH:26][CH:25]=4)[N:20]=[CH:19][N:18]=3)=[CH:13][C:10]=2[C:11]#[N:12])[CH2:6][CH2:5][N:4]([C:80]([C@@H:75]2[C@H:74]([CH3:73])[O:78][C:77](=[O:79])[NH:76]2)=[O:81])[CH2:3]1. (4) Given the reactants [CH2:1]=[CH:2][C:3]1[CH:8]=[CH:7][CH:6]=[CH:5][CH:4]=1.C([Al](CC(C)C)CC(C)C)C(C)C.[C:22]1(C)[CH:27]=CC=[CH:24][CH:23]=1.Cl(O)(=O)=O.C(O)C, predict the reaction product. The product is: [CH2:1]=[CH:2][C:3]1[CH:8]=[CH:7][CH:6]=[CH:5][CH:4]=1.[CH2:27]=[CH:22][CH:23]=[CH2:24]. (5) Given the reactants [H-].[H-].[H-].[H-].[Li+].[Al+3].[OH:7][C@@H:8]1[CH:12]2[C:13](=O)[NH:14][CH2:15][C:16](=O)[N:11]2[CH2:10][CH2:9]1.[OH-].[Na+], predict the reaction product. The product is: [CH2:13]1[NH:14][CH2:15][CH2:16][N:11]2[CH2:10][CH2:9][C@H:8]([OH:7])[CH:12]12. (6) The product is: [Cl:21][C:22]1[CH:27]=[CH:26][C:25]([C:2]2[CH:3]=[CH:4][C:5]([CH2:19][CH3:20])=[C:6]([CH:8]3[C:14](=[O:15])[CH:13]4[CH2:16][CH2:17][CH:10]([CH:11]=[CH:12]4)[C:9]3=[O:18])[CH:7]=2)=[C:24]([F:31])[CH:23]=1. Given the reactants Br[C:2]1[CH:3]=[CH:4][C:5]([CH2:19][CH3:20])=[C:6]([CH:8]2[C:14](=[O:15])[CH:13]3[CH2:16][CH2:17][CH:10]([CH:11]=[CH:12]3)[C:9]2=[O:18])[CH:7]=1.[Cl:21][C:22]1[CH:27]=[CH:26][C:25](B(O)O)=[C:24]([F:31])[CH:23]=1.[F-].[Cs+], predict the reaction product. (7) Given the reactants [NH2:1][C:2]1[CH:3]=[C:4]([CH:9]=[CH:10][CH:11]=1)[C:5]([O:7]C)=[O:6].O=[C:13]1[CH2:17][CH2:16][CH2:15][CH:14]1[C:18](OC)=[O:19].[O-]S([O-])(=O)=O.[Mg+2], predict the reaction product. The product is: [O:19]=[C:18]1[C:3]2[C:4]([C:5]([OH:7])=[O:6])=[CH:9][CH:10]=[CH:11][C:2]=2[NH:1][C:13]2[CH2:17][CH2:16][CH2:15][C:14]1=2.